Dataset: Forward reaction prediction with 1.9M reactions from USPTO patents (1976-2016). Task: Predict the product of the given reaction. Given the reactants [CH2:1]([N:8]1[C:12]2[CH:13]=[C:14]([NH:21][CH:22]3[CH2:27][CH2:26][NH:25][CH2:24][CH2:23]3)[C:15]3[N:16]([C:17]([CH3:20])=[N:18][N:19]=3)[C:11]=2[CH:10]=[C:9]1[CH3:28])[C:2]1[CH:7]=[CH:6][CH:5]=[CH:4][CH:3]=1.[CH:29](=O)[CH3:30].[BH-](OC(C)=O)(OC(C)=O)OC(C)=O.[Na+], predict the reaction product. The product is: [CH2:1]([N:8]1[C:12]2[CH:13]=[C:14]([NH:21][CH:22]3[CH2:27][CH2:26][N:25]([CH2:29][CH3:30])[CH2:24][CH2:23]3)[C:15]3[N:16]([C:17]([CH3:20])=[N:18][N:19]=3)[C:11]=2[CH:10]=[C:9]1[CH3:28])[C:2]1[CH:3]=[CH:4][CH:5]=[CH:6][CH:7]=1.